Dataset: Full USPTO retrosynthesis dataset with 1.9M reactions from patents (1976-2016). Task: Predict the reactants needed to synthesize the given product. Given the product [NH2:1][CH2:4][CH:5]1[CH2:6][CH:7]([N:9]([CH2:11][C@@H:12]2[C@H:16]3[O:17][C:18]([CH3:21])([CH3:20])[O:19][C@H:15]3[C@H:14]([N:22]3[CH:30]=[N:29][C:28]4[C:23]3=[N:24][CH:25]=[N:26][C:27]=4[NH2:31])[O:13]2)[CH3:10])[CH2:8]1, predict the reactants needed to synthesize it. The reactants are: [N:1]([CH2:4][CH:5]1[CH2:8][CH:7]([N:9]([CH2:11][C@@H:12]2[C@H:16]3[O:17][C:18]([CH3:21])([CH3:20])[O:19][C@H:15]3[C@H:14]([N:22]3[CH:30]=[N:29][C:28]4[C:23]3=[N:24][CH:25]=[N:26][C:27]=4[NH2:31])[O:13]2)[CH3:10])[CH2:6]1)=[N+]=[N-].